Dataset: Human Reference Interactome with 51,813 positive PPI pairs across 8,248 proteins, plus equal number of experimentally-validated negative pairs. Task: Binary Classification. Given two protein amino acid sequences, predict whether they physically interact or not. (1) Protein 1 (ENSG00000180353) has sequence MWKSVVGHDVSVSVETQGDDWDTDPDFVNDISEKEQRWGAKTIEGSGRTEHINIHQLRNKVSEEHDVLRKKEMESGPKASHGYGGRFGVERDRMDKSAVGHEYVAEVEKHSSQTDAAKGFGGKYGVERDRADKSAVGFDYKGEVEKHTSQKDYSRGFGGRYGVEKDKWDKAALGYDYKGETEKHESQRDYAKGFGGQYGIQKDRVDKSAVGFNEMEAPTTAYKKTTPIEAASSGTRGLKAKFESMAEEKRKREEEEKAQQVARRQQERKAVTKRSPEAPQPVIAMEEPAVPAPLPKKISS.... Protein 2 (ENSG00000145721) has sequence MDRTLESLRHIIAQVLPHRDPALVFKDLNVVSMLQEFWESKQQQKAAFPSEGVVVYESLPAPGPPFVSYVTLPGGSCFGNFQCCLSRAEARRDAAKVALINSLFNELPSRRITKEFIMESVQEAVASTSGTLDDADDPSTSVGAYHYMLESNMGKTMLEFQELMTIFQLLHWNGSLKALRETKCSRQEVISYYSQYSLDEKMRSHMALDWIMKERDSPGIVSQELRMALRQLEEARKAGQELRFYKEKKEILSLALTQICSDPDTSSPSDDQLSLTALCGYH*MHKVNVVSMLQEFWESK.... Result: 0 (the proteins do not interact). (2) Protein 1 (ENSG00000174943) has sequence MSAEASGPAAAAAPSLEAPKPSGLEPGPAAYGLKPLTPNSKYVKLNVGGSLHYTTLRTLTGQDTMLKAMFSGRVEVLTDAGGWVLIDRSGRHFGTILNYLRDGSVPLPESTRELGELLGEARYYLVQGLIEDCQLALQQKRETLSPLCLIPMVTSPREEQQLLASTSKPVVKLLHNRSNNKYSYTSTSDDNLLKNIELFDKLALRFHGRLLFLKDVLGDEICCWSFYGQGRKIAEVCCTSIVYATEKKQTKVEFPEARIFEETLNILIYETPRGPDPALLEATGGAAGAGGAGRGEDEEN.... Protein 2 (ENSG00000113643) has sequence MDVLVSECSARLLQQEEEIKSLTAEIDRLKNCGCLGASPNLEQLQEENLKLKYRLNILRKSLQAERNKPTKNMINIISRLQEVFGHAIKAAYPDLENPPLLVTPSQQAKFGDYQCNSAMGISQMLKTKEQKVNPREIAENITKHLPDNECIEKVEIAGPGFINVHLRKDFVSEQLTSLLVNGVQLPALGENKKVIVDFSSPNIAKEMHVGHLRSTIIGESISRLFEFAGYDVLRLNHVGDWGTQFGMLIAHLQDKFPDYLTVSPPIGDLQVFYKESKKRFDTEEEFKKRAYQCVVLLQGK.... Result: 0 (the proteins do not interact). (3) Protein 1 (ENSG00000278224) has sequence MSPQGPAVLSLGSLCLDTNQAPNWTGLQTLLQQLPPQDIDERYCLALGEEERAELQLFCARRKQEALGQGVARLVLPKLEGHTCEKCRELLKPGEYGVFAARAGEQRCWHQPCFACQACGQALINLIYFYHDGQLYCGRHHAELLRPRCPACDQLIFSWRCTEAEGQRWHENHFCCQDCAGPLGGGRYALPGGSPCCPSCFENRYSDAGSSWAGALEGQAFLGETGLDRTEGRDQTSVNSATLSRTLLAAAGGSSLQTQRGLPGSSPQQENRPGDKAEAPKGQEQCRLETIRDPKDTPFS.... Protein 2 (ENSG00000239857) has sequence MAAAAAMAEQESARNGGRNRGGVQRVEGKLRASVEKGDYYEAHQMYRTLFFRYMSQSKHTEARELMYSGALLFFSHGQQNSAADLSMLVLESLEKAEVEVADELLENLAKVFSLMDPNSPERVTFVSRALKWSSGGSGKLGHPRLHQLLALTLWKEQNYCESRYHFLHSADGEGCANMLVEYSTSRGFRSEVDMFVAQAVLQFLCLKNKSSASVVFTTYTQKHPSIEDGPPFVEPLLNFIWFLLLAVDGGKLTVFTVLCEQYQPSLRRDPMYNEYLDRIGQLFFGVPPKQTSSYGGLLGN.... Result: 0 (the proteins do not interact). (4) Protein 1 (ENSG00000105650) has sequence MQGPPAPAPVPGPGSPRGSPRGSPGLFRKLLVNQSIRLQRRFTVAHPLCFDLENGLSCGRRALDPQSSPGLGRIMQAPVPHSQRRESFLYRSDSDYELSPKAMSRNSSVASDLHGEDMIVTPFAQVLASLRTVRSNVAALARQQCLGAAKQGPVGNPSSSNQLPPAEDTGQKLALETLDELDWCLDQLETLQTRHSVGEMASNKFKRILNRELTHLSETSRSGNQVSEYISRTFLDQQTEVELPKVTAEEAPQPMSRISGLHGLCHSASLSSATVPRFGVQTDQEEQLAKELEDTNKWGL.... Protein 2 (ENSG00000214944) has sequence MDSDSDSPFNYSWPSFPKMKIRRRTSKQDRSFDILKKSKPPSTLLAAGRLSDMLNGGDEVYANCMVIDQVGDLDISYINIEGITATTSPESRGCTLWPQSSKHTLPTETSPSVYPLSENVEGTAHTEAQQSFMSPSSSCASNLNLSFGWHGFEKEQSHLKKRSSSLDALDADSEGEGHSEPSHICYTPGSQSSSRTGIPSGDELDSFETNTEPDFNISRAESLPLSSNLQSKESLLSGVRSRSYSCSSPKISLGKTRLVRELTVCSSSEEQRAYSLSEPPRENRIQEEEWDKYIIPAKSE.... Result: 0 (the proteins do not interact).